Dataset: Full USPTO retrosynthesis dataset with 1.9M reactions from patents (1976-2016). Task: Predict the reactants needed to synthesize the given product. (1) Given the product [Br:1][C:2]1[CH:3]=[CH:4][C:5]([NH:8][C:12]2[CH:17]=[CH:16][CH:15]=[CH:14][C:13]=2[CH3:18])=[CH:6][CH:7]=1, predict the reactants needed to synthesize it. The reactants are: [Br:1][C:2]1[CH:7]=[CH:6][C:5]([N:8]([C:12]2[CH:17]=[CH:16][CH:15]=[CH:14][C:13]=2[CH3:18])C(=O)C)=[CH:4][CH:3]=1.C[O-].[Na+]. (2) Given the product [F:22][C:2]1([F:1])[CH2:5][N:4]([C:6]2[C:7]([O:16][CH2:17][C:18]([F:20])([F:21])[F:19])=[CH:8][C:9]([C:12]3[N:13]=[C:23]([CH:24]([CH3:26])[CH3:25])[O:15][N:14]=3)=[N:10][CH:11]=2)[CH2:3]1, predict the reactants needed to synthesize it. The reactants are: [F:1][C:2]1([F:22])[CH2:5][N:4]([C:6]2[C:7]([O:16][CH2:17][C:18]([F:21])([F:20])[F:19])=[CH:8][C:9]([C:12](=[N:14][OH:15])[NH2:13])=[N:10][CH:11]=2)[CH2:3]1.[C:23](Cl)(=O)[CH:24]([CH3:26])[CH3:25]. (3) Given the product [O:11]=[C:1]([CH2:2][CH2:3][CH2:4][CH2:5][CH2:6][CH2:7][CH2:8][CH2:9][CH3:10])[CH2:12][C:13]([O:14][CH2:15][CH3:19])=[O:21], predict the reactants needed to synthesize it. The reactants are: [C:1]([CH:12]1C(=O)O[C:15](C)([CH3:19])[O:14][C:13]1=[O:21])(=[O:11])[CH2:2][CH2:3][CH2:4][CH2:5][CH2:6][CH2:7][CH2:8][CH2:9][CH3:10]. (4) Given the product [N+:9]([C:12]1[CH:13]=[C:14](/[CH:15]=[N:8]/[C:5]2[CH:6]=[CH:7][C:2]([CH3:1])=[CH:3][CH:4]=2)[CH:17]=[CH:18][CH:19]=1)([O-:11])=[O:10], predict the reactants needed to synthesize it. The reactants are: [CH3:1][C:2]1[CH:3]=[CH:4][C:5]([NH2:8])=[CH:6][CH:7]=1.[N+:9]([C:12]1[CH:13]=[C:14]([CH:17]=[CH:18][CH:19]=1)[CH:15]=O)([O-:11])=[O:10]. (5) Given the product [N:22]1([CH:19]2[CH2:18][CH2:17][N:16]([C:14]([NH:13][C:9]3[CH:8]=[C:7]([O:6][C:5]4[CH:4]=[CH:3][C:2]([NH:1][C:38]([NH:37][C:35](=[O:36])[CH2:34][C:28]5[CH:29]=[CH:30][CH:31]=[CH:32][CH:33]=5)=[O:39])=[CH:27][CH:26]=4)[CH:12]=[CH:11][N:10]=3)=[O:15])[CH2:21][CH2:20]2)[CH2:25][CH2:24][CH2:23]1, predict the reactants needed to synthesize it. The reactants are: [NH2:1][C:2]1[CH:27]=[CH:26][C:5]([O:6][C:7]2[CH:12]=[CH:11][N:10]=[C:9]([NH:13][C:14]([N:16]3[CH2:21][CH2:20][CH:19]([N:22]4[CH2:25][CH2:24][CH2:23]4)[CH2:18][CH2:17]3)=[O:15])[CH:8]=2)=[CH:4][CH:3]=1.[C:28]1([CH2:34][C:35]([N:37]=[C:38]=[O:39])=[O:36])[CH:33]=[CH:32][CH:31]=[CH:30][CH:29]=1. (6) The reactants are: [F:1][C:2]1[CH:3]=[N:4][CH:5]=[C:6]([CH:10]=1)[C:7]([OH:9])=O.[CH3:11][Mg]Br.C1COCC1.C1(C)C=CC=CC=1.Cl. Given the product [F:1][C:2]1[CH:10]=[C:6]([C:7](=[O:9])[CH3:11])[CH:5]=[N:4][CH:3]=1, predict the reactants needed to synthesize it. (7) Given the product [CH2:21]([O:20][C:18](=[O:19])[N:4]([CH2:1][CH:2]=[CH2:3])[C:5]1[C:10](=[O:11])[N:9]2[C@H:12]([C:15](=[O:17])[NH:28][C:29]3[CH:34]=[CH:33][CH:32]=[CH:31][CH:30]=3)[CH2:13][CH2:14][C:8]2=[N:7][CH:6]=1)[C:22]1[CH:23]=[CH:24][CH:25]=[CH:26][CH:27]=1, predict the reactants needed to synthesize it. The reactants are: [CH2:1]([N:4]([C:18]([O:20][CH2:21][C:22]1[CH:27]=[CH:26][CH:25]=[CH:24][CH:23]=1)=[O:19])[C:5]1[C:10](=[O:11])[N:9]2[C@H:12]([C:15]([OH:17])=O)[CH2:13][CH2:14][C:8]2=[N:7][CH:6]=1)[CH:2]=[CH2:3].[NH2:28][C:29]1[CH:34]=[CH:33][CH:32]=[CH:31][CH:30]=1.C1C=NC2N(O)N=NC=2C=1.C([O-])(O)=O.[Na+].CCN=C=NCCCN(C)C.